The task is: Regression. Given a peptide amino acid sequence and an MHC pseudo amino acid sequence, predict their binding affinity value. This is MHC class II binding data.. This data is from Peptide-MHC class II binding affinity with 134,281 pairs from IEDB. (1) The peptide sequence is YEAFVLHFSEALRII. The MHC is HLA-DPA10201-DPB10501 with pseudo-sequence HLA-DPA10201-DPB10501. The binding affinity (normalized) is 0.632. (2) The peptide sequence is SCDLELSWNLNGLQAY. The MHC is DRB1_1302 with pseudo-sequence DRB1_1302. The binding affinity (normalized) is 0.580. (3) The peptide sequence is INEPTAEAIAYGLDR. The MHC is HLA-DQA10102-DQB10602 with pseudo-sequence HLA-DQA10102-DQB10602. The binding affinity (normalized) is 0.563. (4) The peptide sequence is YFRNEQSIPPLIKKY. The MHC is DRB1_0101 with pseudo-sequence DRB1_0101. The binding affinity (normalized) is 0.543. (5) The peptide sequence is NFVSKVMIGSPKKV. The MHC is HLA-DQA10101-DQB10501 with pseudo-sequence HLA-DQA10101-DQB10501. The binding affinity (normalized) is 0.0121. (6) The peptide sequence is SQDLELSWNLNGLQCY. The MHC is HLA-DQA10101-DQB10501 with pseudo-sequence HLA-DQA10101-DQB10501. The binding affinity (normalized) is 0.870. (7) The peptide sequence is LLGLLAPLASAQLSR. The MHC is HLA-DQA10102-DQB10602 with pseudo-sequence HLA-DQA10102-DQB10602. The binding affinity (normalized) is 0.470. (8) The peptide sequence is GMFTNRSGSQ. The MHC is DRB1_1001 with pseudo-sequence DRB1_1001. The binding affinity (normalized) is 0.155. (9) The peptide sequence is CFKYILIQAGFDQRL. The MHC is DRB1_0901 with pseudo-sequence DRB1_0901. The binding affinity (normalized) is 0.515.